Dataset: Catalyst prediction with 721,799 reactions and 888 catalyst types from USPTO. Task: Predict which catalyst facilitates the given reaction. Reactant: [O:1]=[C:2]1[N:11]([CH2:12][CH2:13][CH2:14][NH:15][CH2:16][CH2:17][CH2:18][CH2:19][NH:20][CH2:21][CH2:22][CH2:23][N:24]2[C:33](=[O:34])[C:32]3[C:27](=[CH:28][CH:29]=[CH:30][CH:31]=3)[NH:26][C:25]2=[O:35])[C:10](=[O:36])[C:9]2[C:4](=[CH:5][CH:6]=[CH:7][CH:8]=2)[NH:3]1.Cl[C:38]([O:40][CH2:41][CH3:42])=[O:39]. Product: [CH2:41]([O:40][C:38](=[O:39])[N:15]([CH2:14][CH2:13][CH2:12][N:11]1[C:10](=[O:36])[C:9]2[C:4](=[CH:5][CH:6]=[CH:7][CH:8]=2)[NH:3][C:2]1=[O:1])[CH2:16][CH2:17][CH2:18][CH2:19][N:20]([CH2:21][CH2:22][CH2:23][N:24]1[C:33](=[O:34])[C:32]2[C:27](=[CH:28][CH:29]=[CH:30][CH:31]=2)[NH:26][C:25]1=[O:35])[C:38]([O:40][CH2:41][CH3:42])=[O:39])[CH3:42]. The catalyst class is: 17.